This data is from Reaction yield outcomes from USPTO patents with 853,638 reactions. The task is: Predict the reaction yield, written as a fraction of the theoretical maximum amount of product (1.0 means a 100% yield; for example, 0.34 means a 34% yield). (1) The catalyst is CN(C=O)C. The yield is 0.850. The product is [CH2:9]([O:11][C:12](=[O:26])[C:13]1[CH:18]=[C:17]([C:19]([F:21])([F:20])[F:22])[C:16]([CH:23]=[O:24])=[C:15]([Cl:8])[C:14]=1[NH2:25])[CH3:10]. The reactants are C1C(=O)N([Cl:8])C(=O)C1.[CH2:9]([O:11][C:12](=[O:26])[C:13]1[CH:18]=[C:17]([C:19]([F:22])([F:21])[F:20])[C:16]([CH:23]=[O:24])=[CH:15][C:14]=1[NH2:25])[CH3:10].O. (2) The product is [CH3:1][C:2]1([CH3:21])[O:3][CH2:4][CH:5]([N:8]2[C:13](=[O:14])[CH:12]=[N:11][C:10]3[CH:15]=[CH:16][C:17]([O:19][CH3:20])=[N:18][C:9]2=3)[CH2:6][O:7]1. The reactants are [CH3:1][C:2]1([CH3:21])[O:7][CH2:6][CH:5]([N:8]2[C:13](=[O:14])[CH2:12][NH:11][C:10]3[CH:15]=[CH:16][C:17]([O:19][CH3:20])=[N:18][C:9]2=3)[CH2:4][O:3]1. The catalyst is C(Cl)Cl.[O-2].[O-2].[Mn+4]. The yield is 0.690. (3) The reactants are [N+:1]([C:4]1[CH:8]=[C:7]([C:9](O)=[O:10])[NH:6][N:5]=1)([O-:3])=[O:2]. The catalyst is C1COCC1. The product is [N+:1]([C:4]1[CH:8]=[C:7]([CH2:9][OH:10])[NH:6][N:5]=1)([O-:3])=[O:2]. The yield is 0.940. (4) The reactants are [Br:1][C:2]1[S:14][C:13]2[C:12]3[CH:11]=[CH:10][C:9]([C:15]([O:17]C)=[O:16])=[CH:8][C:7]=3[NH:6][C:5](=[O:19])[C:4]=2[CH:3]=1.CO.C1COCC1.O.[Li+].[OH-].Cl. The catalyst is O. The product is [Br:1][C:2]1[S:14][C:13]2[C:12]3[CH:11]=[CH:10][C:9]([C:15]([OH:17])=[O:16])=[CH:8][C:7]=3[NH:6][C:5](=[O:19])[C:4]=2[CH:3]=1. The yield is 0.130. (5) The reactants are [Si:1]([O:8][CH2:9][C@H:10]1[C@H:14]([O:15][CH:16]2[CH2:21][CH2:20][CH2:19][CH2:18][O:17]2)[CH2:13][C@H:12]([OH:22])[C@@H:11]1[CH2:23][CH2:24][CH2:25][CH2:26][CH2:27][CH2:28][C:29]([O:31][CH3:32])=[O:30])([C:4]([CH3:7])([CH3:6])[CH3:5])([CH3:3])[CH3:2].N1C=CC=CC=1.[C:39](Cl)(=[O:41])[CH3:40].O. The catalyst is ClCCl. The product is [C:39]([O:22][C@@H:12]1[C@H:11]([CH2:23][CH2:24][CH2:25][CH2:26][CH2:27][CH2:28][C:29]([O:31][CH3:32])=[O:30])[C@@H:10]([CH2:9][O:8][Si:1]([C:4]([CH3:7])([CH3:6])[CH3:5])([CH3:2])[CH3:3])[C@H:14]([O:15][CH:16]2[CH2:21][CH2:20][CH2:19][CH2:18][O:17]2)[CH2:13]1)(=[O:41])[CH3:40]. The yield is 0.999.